From a dataset of Forward reaction prediction with 1.9M reactions from USPTO patents (1976-2016). Predict the product of the given reaction. (1) Given the reactants [CH2:1]([O:26][C:27]1[CH:32]=[C:31]([O:33][CH3:34])[C:30]([C:35]([N:37]2[CH2:41][C:40](=[CH2:42])[CH2:39][CH:38]2[CH2:43][OH:44])=[O:36])=[CH:29][C:28]=1[N+:45]([O-])=O)[CH2:2][CH2:3][O:4][C:5]1[CH:10]=[C:9]([O:11][CH3:12])[C:8]([C:13]([N:15]2[CH2:19][C:18](=[CH2:20])[CH2:17][CH:16]2[CH2:21][OH:22])=[O:14])=[CH:7][C:6]=1[N+:23]([O-])=O.O.O.Cl[Sn]Cl.C(Cl)(Cl)Cl.CO, predict the reaction product. The product is: [CH2:3]([O:4][C:5]1[CH:10]=[C:9]([O:11][CH3:12])[C:8]([C:13]([N:15]2[CH2:19][C:18](=[CH2:20])[CH2:17][CH:16]2[CH2:21][OH:22])=[O:14])=[CH:7][C:6]=1[NH2:23])[CH2:2][CH2:1][O:26][C:27]1[CH:32]=[C:31]([O:33][CH3:34])[C:30]([C:35]([N:37]2[CH2:41][C:40](=[CH2:42])[CH2:39][CH:38]2[CH2:43][OH:44])=[O:36])=[CH:29][C:28]=1[NH2:45]. (2) Given the reactants [S:1]1[C:5]([C:6]2[CH:7]=[C:8](Br)[CH:9]=[C:10]3[C:14]=2[NH:13][N:12]=[CH:11]3)=[CH:4][C:3]2[CH:16]=[CH:17][CH:18]=[CH:19][C:2]1=2.C(N(CC)CC)C.[CH3:27][OH:28].CN(C)[CH:31]=[O:32], predict the reaction product. The product is: [CH3:27][O:28][C:31]([C:8]1[CH:9]=[C:10]2[C:14](=[C:6]([C:5]3[S:1][C:2]4[CH:19]=[CH:18][CH:17]=[CH:16][C:3]=4[CH:4]=3)[CH:7]=1)[NH:13][N:12]=[CH:11]2)=[O:32]. (3) Given the reactants [NH2:1][C:2]1[N:7]([CH2:8][CH3:9])[C:6](=[O:10])[NH:5][C:4](=[O:11])[CH:3]=1.CO[CH:14](OC)[N:15]([CH3:17])[CH3:16], predict the reaction product. The product is: [CH3:14][N:15]([CH3:17])[CH:16]=[N:1][C:2]1[N:7]([CH2:8][CH3:9])[C:6](=[O:10])[NH:5][C:4](=[O:11])[CH:3]=1. (4) Given the reactants [NH:1]1[C:5]2[CH:6]=[CH:7][C:8]([NH2:10])=[CH:9][C:4]=2[N:3]=[CH:2]1.[Cl:11][C:12]1[CH:19]=[CH:18][C:15]([CH:16]=O)=[CH:14][CH:13]=1.[O:20]([C:22]#[N:23])[K].Cl.N1C=CC=CC=1.[CH2:31]([N+:38]#[C-:39])[C:32]1[CH:37]=[CH:36][CH:35]=[CH:34][CH:33]=1, predict the reaction product. The product is: [NH:1]1[C:5]2[CH:6]=[CH:7][C:8]([N:10]3[CH:16]([C:15]4[CH:18]=[CH:19][C:12]([Cl:11])=[CH:13][CH:14]=4)[C:39](=[N:38][CH2:31][C:32]4[CH:37]=[CH:36][CH:35]=[CH:34][CH:33]=4)[NH:23][C:22]3=[O:20])=[CH:9][C:4]=2[N:3]=[CH:2]1. (5) Given the reactants C([N:8]1[CH2:15][CH:14]2[CH2:16][CH:10]([CH2:11][N:12]([C:17]3[N:18]=[N:19][N:20]([CH2:22][CH3:23])[N:21]=3)[CH2:13]2)[CH2:9]1)C1C=CC=CC=1, predict the reaction product. The product is: [CH2:22]([N:20]1[N:19]=[N:18][C:17]([N:12]2[CH2:11][CH:10]3[CH2:16][CH:14]([CH2:15][NH:8][CH2:9]3)[CH2:13]2)=[N:21]1)[CH3:23].